This data is from Catalyst prediction with 721,799 reactions and 888 catalyst types from USPTO. The task is: Predict which catalyst facilitates the given reaction. (1) Reactant: [C:1]([CH:4]1[CH2:8][CH2:7][CH2:6][C:5]1=[O:9])(=[O:3])[CH3:2].[N:10]([C:18]([O:20][CH:21]([CH3:23])[CH3:22])=[O:19])=[N:11][C:12]([O:14][CH:15]([CH3:17])[CH3:16])=[O:13]. Product: [CH:15]([O:14][C:12]([N:11]([C:4]1([C:1](=[O:3])[CH3:2])[CH2:8][CH2:7][CH2:6][C:5]1=[O:9])[NH:10][C:18]([O:20][CH:21]([CH3:23])[CH3:22])=[O:19])=[O:13])([CH3:17])[CH3:16]. The catalyst class is: 11. (2) Reactant: Cl[C:2]1[N:7]=[C:6]([C:8]([NH:10][C:11]2[C:21]([CH3:22])=[CH:20][C:14]([C:15]([O:17][CH2:18][CH3:19])=[O:16])=[CH:13][C:12]=2[CH3:23])=[O:9])[C:5]([CH3:24])=[CH:4][CH:3]=1.[CH3:25][C:26]1([OH:32])[CH2:31][CH2:30][NH:29][CH2:28][CH2:27]1.C([O-])([O-])=O.[Cs+].[Cs+].C1(P(C2C=CC=CC=2)C2C=CC3C(=CC=CC=3)C=2C2C3C(=CC=CC=3)C=CC=2P(C2C=CC=CC=2)C2C=CC=CC=2)C=CC=CC=1. Product: [OH:32][C:26]1([CH3:25])[CH2:31][CH2:30][N:29]([C:2]2[N:7]=[C:6]([C:8]([NH:10][C:11]3[C:21]([CH3:22])=[CH:20][C:14]([C:15]([O:17][CH2:18][CH3:19])=[O:16])=[CH:13][C:12]=3[CH3:23])=[O:9])[C:5]([CH3:24])=[CH:4][CH:3]=2)[CH2:28][CH2:27]1. The catalyst class is: 231. (3) Reactant: Cl.[C:2]1(/[C:8](/[CH2:38][CH3:39])=[C:9](\[C:25]2[CH:26]=[C:27]3[C:32](=[CH:33][CH:34]=2)[CH:31]=[C:30]([C:35]([OH:37])=[O:36])[CH:29]=[CH:28]3)/[C:10]2[CH:11]=[C:12]3[C:16](=[CH:17][CH:18]=2)[N:15](C2CCCCO2)[N:14]=[CH:13]3)[CH:7]=[CH:6][CH:5]=[CH:4][CH:3]=1.CCO.[OH-].[Li+]. Product: [NH:15]1[C:16]2[C:12](=[CH:11][C:10](/[C:9](/[C:25]3[CH:26]=[C:27]4[C:32](=[CH:33][CH:34]=3)[CH:31]=[C:30]([C:35]([OH:37])=[O:36])[CH:29]=[CH:28]4)=[C:8](/[C:2]3[CH:3]=[CH:4][CH:5]=[CH:6][CH:7]=3)\[CH2:38][CH3:39])=[CH:18][CH:17]=2)[CH:13]=[N:14]1. The catalyst class is: 6.